Dataset: Forward reaction prediction with 1.9M reactions from USPTO patents (1976-2016). Task: Predict the product of the given reaction. (1) Given the reactants [OH:1][C:2]1[C:9]([N+:10]([O-:12])=[O:11])=[CH:8][C:5]([CH:6]=O)=[CH:4][C:3]=1[O:13][CH3:14].[NH:15]1[CH2:20][CH2:19][CH2:18][CH2:17][CH2:16]1.[BH3-]C#N.[Na+], predict the reaction product. The product is: [CH3:14][O:13][C:3]1[CH:4]=[C:5]([CH2:6][N:15]2[CH2:20][CH2:19][CH2:18][CH2:17][CH2:16]2)[CH:8]=[C:9]([N+:10]([O-:12])=[O:11])[C:2]=1[OH:1]. (2) The product is: [Cl:13][P:14]1(=[O:19])[O:15][CH2:16][C:17]2[CH:21]=[CH:22][CH:23]=[CH:11][C:12]=2[O:7]1. Given the reactants N1C=CC=CC=1.[O:7]1[CH2:12][CH2:11]OCC1.[Cl:13][P:14]1[O:19]C(=O)[C:17]2[CH:21]=[CH:22][CH:23]=C[C:16]=2[O:15]1, predict the reaction product. (3) Given the reactants [CH3:1][O:2][C:3]([C:5]1[CH:31]=[CH:30][C:8]2[N:9]=[C:10]([NH:12][CH:13]3[CH2:18][CH2:17][N:16]([CH2:19][C:20]4[CH:25]=[CH:24][C:23]([OH:26])=[C:22]([O:27][CH2:28][CH3:29])[CH:21]=4)[CH2:15][CH2:14]3)[O:11][C:7]=2[CH:6]=1)=[O:4].C(O[C:35]1[CH:36]=[C:37]([CH:47]=O)[CH:38]=C2C=1OC(C)(C)C=C2)C.C([BH3-])#N.[Na+].C(N(C(C)C)C(C)C)C, predict the reaction product. The product is: [CH3:1][O:2][C:3]([C:5]1[CH:31]=[CH:30][C:8]2[N:9]=[C:10]([NH:12][CH:13]3[CH2:14][CH2:15][N:16]([CH2:19][C:20]4[CH:25]=[C:24]5[C:23](=[C:22]([O:27][CH2:28][CH3:29])[CH:21]=4)[O:26][C:37]([CH3:47])([CH3:38])[CH:36]=[CH:35]5)[CH2:17][CH2:18]3)[O:11][C:7]=2[CH:6]=1)=[O:4]. (4) Given the reactants [NH2:1][CH:2]([C:4]1[CH:5]=[C:6]([S:10]([NH:13]C(C)(C)C)(=[O:12])=[O:11])[CH:7]=[CH:8][CH:9]=1)[CH3:3].FC(F)(F)C(O)=O, predict the reaction product. The product is: [NH2:1][CH:2]([C:4]1[CH:5]=[C:6]([S:10]([NH2:13])(=[O:11])=[O:12])[CH:7]=[CH:8][CH:9]=1)[CH3:3]. (5) Given the reactants S=[C:2]=[S:3].C1(N=C=N)CCCCC1.[CH3:13][N:14]([CH3:20])[CH2:15][CH2:16][CH2:17][CH2:18][NH2:19], predict the reaction product. The product is: [CH3:13][N:14]([CH2:15][CH2:16][CH2:17][CH2:18][N:19]=[C:2]=[S:3])[CH3:20].